Predict the reactants needed to synthesize the given product. From a dataset of Retrosynthesis with 50K atom-mapped reactions and 10 reaction types from USPTO. (1) Given the product CCCCCc1ccc(C(=O)Nc2ccc(-c3cnc(CCCC(=O)O)s3)cc2)cc1, predict the reactants needed to synthesize it. The reactants are: CCCCCc1ccc(C(=O)Nc2ccc(-c3cnc(CCCC(=O)OC)s3)cc2)cc1. (2) Given the product Oc1cccc(-c2nc(Nc3ccc(Cl)cc3)c3ccccc3n2)n1, predict the reactants needed to synthesize it. The reactants are: COc1cccc(-c2nc(Nc3ccc(Cl)cc3)c3ccccc3n2)n1. (3) Given the product FC(F)(F)C(F)(CCSCC1CO1)C(F)(F)F, predict the reactants needed to synthesize it. The reactants are: ClCC1CO1.FC(F)(F)C(F)(CCS)C(F)(F)F. (4) Given the product Cc1cc2c(cc1N(C)CC(C)C)N=C(c1cccc(-n3nncc3CNCC3CC3)c1)CC(=O)N2, predict the reactants needed to synthesize it. The reactants are: Cc1cc2c(cc1N(C)CC(C)C)N=C(c1cccc(-n3nncc3CO)c1)CC(=O)N2.NCC1CC1. (5) Given the product COC(=O)CCc1ccc(OCc2cccc(-c3ccccn3)c2)cc1, predict the reactants needed to synthesize it. The reactants are: COC(=O)CCc1ccc(OCc2cccc(Br)c2)cc1.C[Sn](C)(C)c1ccccn1. (6) Given the product CC(C)(C)OC(=O)NCCc1ccc(COS(C)(=O)=O)cc1, predict the reactants needed to synthesize it. The reactants are: CC(C)(C)OC(=O)NCCc1ccc(CO)cc1.CS(=O)(=O)Cl. (7) The reactants are: C[C@H](N)C(=O)O.OC1CCCC1. Given the product Cc1ccc(S(=O)(=O)O)cc1, predict the reactants needed to synthesize it. (8) Given the product O=C1NCCc2oc3ccccc3c21, predict the reactants needed to synthesize it. The reactants are: ON=C1CCc2oc3ccccc3c21. (9) Given the product Cc1onc(-c2ccc(F)cn2)c1COc1cnc(C(=O)O)cn1, predict the reactants needed to synthesize it. The reactants are: COC(=O)c1cnc(OCc2c(-c3ccc(F)cn3)noc2C)cn1.